From a dataset of Peptide-MHC class I binding affinity with 185,985 pairs from IEDB/IMGT. Regression. Given a peptide amino acid sequence and an MHC pseudo amino acid sequence, predict their binding affinity value. This is MHC class I binding data. (1) The peptide sequence is QLLAEEKTI. The MHC is HLA-A68:02 with pseudo-sequence HLA-A68:02. The binding affinity (normalized) is 0. (2) The MHC is HLA-A03:01 with pseudo-sequence HLA-A03:01. The peptide sequence is GFRFEVKKR. The binding affinity (normalized) is 0.